This data is from Full USPTO retrosynthesis dataset with 1.9M reactions from patents (1976-2016). The task is: Predict the reactants needed to synthesize the given product. (1) Given the product [NH:60]1[C:64]2=[N:65][CH:66]=[C:67]([C:36]3[C:37]([C@@H:42]([NH:52][C:53](=[O:59])[O:54][C:55]([CH3:58])([CH3:57])[CH3:56])[CH2:43][C:44]4[CH:49]=[C:48]([F:50])[CH:47]=[C:46]([F:51])[CH:45]=4)=[N:38][CH:39]=[N:40][CH:41]=3)[CH:68]=[C:63]2[CH:62]=[N:61]1, predict the reactants needed to synthesize it. The reactants are: C(C1C=C(C2C([C@@H](NC(=O)OC(C)(C)C)CC3C=C(F)C=C(F)C=3)=NC=NC=2)C=CC=1F)(=O)N.Br[C:36]1[C:37]([C@@H:42]([NH:52][C:53](=[O:59])[O:54][C:55]([CH3:58])([CH3:57])[CH3:56])[CH2:43][C:44]2[CH:49]=[C:48]([F:50])[CH:47]=[C:46]([F:51])[CH:45]=2)=[N:38][CH:39]=[N:40][CH:41]=1.[NH:60]1[C:64]2=[N:65][CH:66]=[C:67](B(O)O)[CH:68]=[C:63]2[CH:62]=[N:61]1. (2) Given the product [Br:21][C:4]1[CH:5]=[C:6]([CH3:8])[CH:7]=[C:2]([Cl:1])[N:3]=1, predict the reactants needed to synthesize it. The reactants are: [Cl:1][C:2]1[CH:7]=[C:6]([CH3:8])[CH:5]=[CH:4][N:3]=1.C([Li])CCC.CN(CCO)C.C(Br)(Br)(Br)[Br:21].